This data is from Forward reaction prediction with 1.9M reactions from USPTO patents (1976-2016). The task is: Predict the product of the given reaction. Given the reactants N1CCC(C2C=C(C(C)C(N)=O)C=CC=2)CC1.Cl.[N+:19]([C:22]1[CH:27]=[CH:26][C:25]([C:28]2[CH2:29][CH2:30][N:31](C(OC(C)(C)C)=O)[CH2:32][CH:33]=2)=[CH:24][CH:23]=1)([O-:21])=[O:20], predict the reaction product. The product is: [N+:19]([C:22]1[CH:27]=[CH:26][C:25]([C:28]2[CH2:33][CH2:32][NH:31][CH2:30][CH:29]=2)=[CH:24][CH:23]=1)([O-:21])=[O:20].